Task: Predict the reactants needed to synthesize the given product.. Dataset: Full USPTO retrosynthesis dataset with 1.9M reactions from patents (1976-2016) (1) The reactants are: [C:1]([O:5][C:6]([N:8]1[CH2:13][CH2:12][CH:11]([CH:14]=O)[CH2:10][CH2:9]1)=[O:7])([CH3:4])([CH3:3])[CH3:2].[C:16]([CH2:18][C:19]([O:21]C)=O)#[N:17].[NH2:23][C:24]([NH2:26])=[S:25].N1CCCCC1. Given the product [C:1]([O:5][C:6]([N:8]1[CH2:9][CH2:10][CH:11]([C:14]2[N:23]=[C:24]([SH:25])[NH:26][C:19](=[O:21])[C:18]=2[C:16]#[N:17])[CH2:12][CH2:13]1)=[O:7])([CH3:2])([CH3:3])[CH3:4], predict the reactants needed to synthesize it. (2) Given the product [C:1]([O:5][C:6]([N:8]1[CH2:11][CH:10]([NH:22][CH2:21][CH2:20][NH:19][C:18]([O:17][C:13]([CH3:16])([CH3:15])[CH3:14])=[O:23])[CH2:9]1)=[O:7])([CH3:4])([CH3:3])[CH3:2], predict the reactants needed to synthesize it. The reactants are: [C:1]([O:5][C:6]([N:8]1[CH2:11][C:10](=O)[CH2:9]1)=[O:7])([CH3:4])([CH3:3])[CH3:2].[C:13]([O:17][C:18](=[O:23])[NH:19][CH2:20][CH2:21][NH2:22])([CH3:16])([CH3:15])[CH3:14]. (3) Given the product [O:8]=[C:3]1[CH2:4][CH2:5][C:6](=[O:7])[N:2]1[O:1][C:19]([C@H:16]1[CH2:15][CH2:14][C@H:13]([C:11]([O:10][CH3:9])=[O:12])[CH2:18][CH2:17]1)=[O:20], predict the reactants needed to synthesize it. The reactants are: [OH:1][N:2]1[C:6](=[O:7])[CH2:5][CH2:4][C:3]1=[O:8].[CH3:9][O:10][C:11]([C@H:13]1[CH2:18][CH2:17][C@H:16]([C:19](O)=[O:20])[CH2:15][CH2:14]1)=[O:12].C1(N=C=NC2CCCCC2)CCCCC1. (4) Given the product [F:27][C:26]([F:29])([F:28])[C:22]1[N:21]=[C:20]([C:2]2[C:7]([C:8]3[CH:13]=[CH:12][N:11]4[N:14]=[CH:15][C:16]([C:17]#[N:18])=[C:10]4[N:9]=3)=[CH:6][CH:5]=[CH:4][N:3]=2)[CH:25]=[CH:24][CH:23]=1, predict the reactants needed to synthesize it. The reactants are: Cl[C:2]1[C:7]([C:8]2[CH:13]=[CH:12][N:11]3[N:14]=[CH:15][C:16]([C:17]#[N:18])=[C:10]3[N:9]=2)=[CH:6][CH:5]=[CH:4][N:3]=1.Br[C:20]1[CH:25]=[CH:24][CH:23]=[C:22]([C:26]([F:29])([F:28])[F:27])[N:21]=1.